Dataset: Forward reaction prediction with 1.9M reactions from USPTO patents (1976-2016). Task: Predict the product of the given reaction. (1) Given the reactants Br[C:2]1[CH:3]=[N:4][CH:5]=[C:6]([F:8])[CH:7]=1.C([Mg]Cl)(C)C.[O:14]=[C:15]1[CH2:19][CH2:18][CH2:17][N:16]1[C:20]([O:22][C:23]([CH3:26])([CH3:25])[CH3:24])=[O:21], predict the reaction product. The product is: [F:8][C:6]1[CH:7]=[C:2]([C:15](=[O:14])[CH2:19][CH2:18][CH2:17][NH:16][C:20](=[O:21])[O:22][C:23]([CH3:24])([CH3:26])[CH3:25])[CH:3]=[N:4][CH:5]=1. (2) Given the reactants [Cl:1][C:2]1[CH:7]=[CH:6][C:5]([C:8]2[N:12]([CH2:13][C:14]3[CH:19]=[CH:18][C:17]([O:20][CH3:21])=[CH:16][CH:15]=3)[C:11](=[O:22])[N:10]([CH2:23][C:24]([O:26]CC)=[O:25])[N:9]=2)=[CH:4][CH:3]=1.[OH-].[K+].Cl, predict the reaction product. The product is: [Cl:1][C:2]1[CH:7]=[CH:6][C:5]([C:8]2[N:12]([CH2:13][C:14]3[CH:19]=[CH:18][C:17]([O:20][CH3:21])=[CH:16][CH:15]=3)[C:11](=[O:22])[N:10]([CH2:23][C:24]([OH:26])=[O:25])[N:9]=2)=[CH:4][CH:3]=1. (3) Given the reactants [CH3:1][C:2]([O:4][C:5]1[S:9][C:8]2[CH2:10][CH2:11][N:12]([CH:14]([C:22]([CH:24]3[CH2:26][CH2:25]3)=[O:23])[C:15]3[CH:16]=[CH:17][CH:18]=[CH:19][C:20]=3[F:21])[CH2:13][C:7]=2[CH:6]=1)=[O:3].S(C1C=CC=CC=1)([O-])(=O)=O.C(O)[C@H]([C@H]([C@@H]([C@@H](CO)O)O)O)O, predict the reaction product. The product is: [CH3:1][C:2]([O:4][C:5]1[S:9][C:8]2[CH2:10][CH2:11][N:12]([CH:14]([C:22]([CH:24]3[CH2:26][CH2:25]3)=[O:23])[C:15]3[CH:16]=[CH:17][CH:18]=[CH:19][C:20]=3[F:21])[CH2:13][C:7]=2[CH:6]=1)=[O:3]. (4) Given the reactants [CH3:1][C:2]1[NH:3][C:4]2[C:9]([CH:10]=1)=[CH:8][CH:7]=[CH:6][CH:5]=2.C([Li])CCC.CC(C)([O-])C.[K+].[F:22][C:23]1[CH:24]=[CH:25][C:26]([O:36][CH3:37])=[C:27]([C:29]([CH3:35])([CH3:34])[CH2:30][C:31](=[O:33])[CH3:32])[CH:28]=1, predict the reaction product. The product is: [F:22][C:23]1[CH:24]=[CH:25][C:26]([O:36][CH3:37])=[C:27]([C:29]([CH3:34])([CH3:35])[CH2:30][C:31]([CH2:1][C:2]2[NH:3][C:4]3[C:9]([CH:10]=2)=[CH:8][CH:7]=[CH:6][CH:5]=3)([OH:33])[CH3:32])[CH:28]=1. (5) Given the reactants Cl[C:2]1[N:7]=[C:6]([N:8]([C:16]([O:18][C:19]([CH3:22])([CH3:21])[CH3:20])=[O:17])[C:9]([O:11][C:12]([CH3:15])([CH3:14])[CH3:13])=[O:10])[N:5]=[C:4]2[N:23]([CH2:34][C:35]3[C:40]([CH3:41])=[C:39]([O:42][CH3:43])[C:38]([CH3:44])=[CH:37][N:36]=3)[N:24]=[C:25]([CH2:26][CH:27]3COC(C)(C)O3)[C:3]=12.C([O-])(=[S:47])C.[K+], predict the reaction product. The product is: [CH3:43][O:42][C:39]1[C:38]([CH3:44])=[CH:37][N:36]=[C:35]([CH2:34][N:23]2[C:4]3[C:3]4[C:25]([CH2:26][CH2:27][S:47][C:2]=4[N:7]=[C:6]([N:8]([C:9]([O:11][C:12]([CH3:14])([CH3:13])[CH3:15])=[O:10])[C:16]([O:18][C:19]([CH3:21])([CH3:22])[CH3:20])=[O:17])[N:5]=3)=[N:24]2)[C:40]=1[CH3:41]. (6) Given the reactants FC(F)(F)S(O[C:7]1[CH:12]=[CH:11][C:10]([CH:13]2[CH2:18][CH2:17][C:16](=[O:19])[CH2:15][CH2:14]2)=[CH:9][CH:8]=1)(=O)=O.[B:22]1([B:22]2[O:26][C:25]([CH3:28])([CH3:27])[C:24]([CH3:30])([CH3:29])[O:23]2)[O:26][C:25]([CH3:28])([CH3:27])[C:24]([CH3:30])([CH3:29])[O:23]1.C([O-])(=O)C.[K+], predict the reaction product. The product is: [CH3:29][C:24]1([CH3:30])[C:25]([CH3:28])([CH3:27])[O:26][B:22]([C:7]2[CH:12]=[CH:11][C:10]([CH:13]3[CH2:18][CH2:17][C:16](=[O:19])[CH2:15][CH2:14]3)=[CH:9][CH:8]=2)[O:23]1. (7) Given the reactants [CH2:1]([OH:13])[C@H:2]([OH:12])[C@@H:3](O)[C@H:4]([OH:10])[C:5]([C:7]([OH:9])=[O:8])=[O:6].O=C[C@@H]([C@H]([C@@H]([C@@H](CO)O)O)O)O, predict the reaction product. The product is: [O:8]=[C:7]1[O:9][C@H:3]([C@H:2]([CH2:1][OH:13])[OH:12])[C:4]([OH:10])=[C:5]1[OH:6]. (8) Given the reactants [CH2:1]1[CH:6]2[CH2:7][C:8]3([NH2:11])[CH2:10][CH:4]([CH2:5]2)[CH2:3][CH:2]1[CH2:9]3.Cl[CH2:13][C:14]1[N:18]=[CH:17][O:16][N:15]=1, predict the reaction product. The product is: [C:8]12([NH:11][CH2:13][C:14]3[N:18]=[CH:17][O:16][N:15]=3)[CH2:10][CH:4]3[CH2:5][CH:6]([CH2:1][CH:2]([CH2:3]3)[CH2:9]1)[CH2:7]2. (9) Given the reactants Cl[C:2]1[C:3]2[N:10]([CH3:11])[C:9]([Cl:12])=[CH:8][C:4]=2[N:5]=[CH:6][N:7]=1.[NH2:13][C:14]1[CH:31]=[CH:30][C:17]([O:18][C:19]2[CH:27]=[CH:26][CH:25]=[C:24]3[C:20]=2[CH2:21][C:22](=[O:29])[N:23]3[CH3:28])=[C:16]([Cl:32])[CH:15]=1.Cl.N1C=CC=CC=1.C(O)(C)C.[CH3:44][S:45]([OH:48])(=[O:47])=[O:46], predict the reaction product. The product is: [CH3:44][S:45]([OH:48])(=[O:47])=[O:46].[Cl:32][C:16]1[CH:15]=[C:14]([NH:13][C:2]2[C:3]3[N:10]([CH3:11])[C:9]([Cl:12])=[CH:8][C:4]=3[N:5]=[CH:6][N:7]=2)[CH:31]=[CH:30][C:17]=1[O:18][C:19]1[CH:27]=[CH:26][CH:25]=[C:24]2[C:20]=1[CH2:21][C:22](=[O:29])[N:23]2[CH3:28].